This data is from CYP2C9 inhibition data for predicting drug metabolism from PubChem BioAssay. The task is: Regression/Classification. Given a drug SMILES string, predict its absorption, distribution, metabolism, or excretion properties. Task type varies by dataset: regression for continuous measurements (e.g., permeability, clearance, half-life) or binary classification for categorical outcomes (e.g., BBB penetration, CYP inhibition). Dataset: cyp2c9_veith. (1) The compound is Cc1ccc(S(=O)(=O)N2CCN(C(=O)CN3CCN(C)CC3)C2)cc1. The result is 0 (non-inhibitor). (2) The molecule is COc1ccc(NC(=O)N2CCCC3(CCNCC3)C2)cc1. The result is 0 (non-inhibitor). (3) The drug is COC(=O)N1CCC2(CCN(C(=O)Nc3ccc(OC)cc3)CC2)CC1. The result is 0 (non-inhibitor). (4) The molecule is CCn1c(SCc2cccc(Cl)c2)nnc1-c1cnn(-c2ccccc2)c1C(F)(F)F. The result is 1 (inhibitor). (5) The compound is COc1ccc(-c2cc(C(F)F)nc(-n3nc(C)cc3C)n2)cc1. The result is 1 (inhibitor). (6) The drug is CS(=O)(=O)N1CCC2(CCCN(C(c3ccccc3)c3ccccc3)C2)CC1. The result is 1 (inhibitor).